From a dataset of Reaction yield outcomes from USPTO patents with 853,638 reactions. Predict the reaction yield, written as a fraction of the theoretical maximum amount of product (1.0 means a 100% yield; for example, 0.34 means a 34% yield). (1) The reactants are [N:1]1[CH:6]=[CH:5][CH:4]=[CH:3][C:2]=1[OH:7].Br[C:9]1[S:10][C:11]([C:28]#[N:29])=[C:12]([C:14]2[CH:15]=[N:16][N:17]([CH2:19][C:20]3[CH:25]=[CH:24][C:23]([O:26][CH3:27])=[CH:22][CH:21]=3)[CH:18]=2)[N:13]=1. The catalyst is O1CCOCC1. The product is [CH3:27][O:26][C:23]1[CH:22]=[CH:21][C:20]([CH2:19][N:17]2[CH:18]=[C:14]([C:12]3[N:13]=[C:9]([O:7][C:2]4[CH:3]=[CH:4][CH:5]=[CH:6][N:1]=4)[S:10][C:11]=3[C:28]#[N:29])[CH:15]=[N:16]2)=[CH:25][CH:24]=1. The yield is 0.370. (2) The catalyst is CN(C)C=O.O.C1C=CC([P]([Pd]([P](C2C=CC=CC=2)(C2C=CC=CC=2)C2C=CC=CC=2)([P](C2C=CC=CC=2)(C2C=CC=CC=2)C2C=CC=CC=2)[P](C2C=CC=CC=2)(C2C=CC=CC=2)C2C=CC=CC=2)(C2C=CC=CC=2)C2C=CC=CC=2)=CC=1.[Cu]I. The reactants are [N:1]1[CH:6]=[CH:5][CH:4]=[C:3]([C:7]2[CH:8]=[C:9]3[C:15]([Sn](C)(C)C)=[N:14][N:13]([CH2:20][O:21][CH2:22][CH2:23][Si:24]([CH3:27])([CH3:26])[CH3:25])[C:10]3=[CH:11][N:12]=2)[CH:2]=1.Br[C:29]1[N:34]=[C:33]([O:35][C@@H:36]2[CH2:41][CH2:40][CH2:39][C@H:38]([NH:42][C:43](=[O:49])[O:44][C:45]([CH3:48])([CH3:47])[CH3:46])[CH2:37]2)[CH:32]=[CH:31][CH:30]=1.[F-].[Cs+]. The product is [N:1]1[CH:6]=[CH:5][CH:4]=[C:3]([C:7]2[CH:8]=[C:9]3[C:15]([C:29]4[N:34]=[C:33]([O:35][C@@H:36]5[CH2:41][CH2:40][CH2:39][C@H:38]([NH:42][C:43](=[O:49])[O:44][C:45]([CH3:47])([CH3:46])[CH3:48])[CH2:37]5)[CH:32]=[CH:31][CH:30]=4)=[N:14][N:13]([CH2:20][O:21][CH2:22][CH2:23][Si:24]([CH3:27])([CH3:26])[CH3:25])[C:10]3=[CH:11][N:12]=2)[CH:2]=1. The yield is 0.530. (3) The reactants are Cl.[Br:2][C:3]1[CH:8]=[CH:7][C:6]([C:9]2[NH:13][C:12](=[O:14])[C:11]3([CH2:19][CH2:18][NH:17][CH2:16][CH2:15]3)[N:10]=2)=[CH:5][CH:4]=1.CCN(C(C)C)C(C)C.Cl[C:30]([O:32][CH3:33])=[O:31]. The yield is 1.00. The catalyst is C(Cl)Cl. The product is [Br:2][C:3]1[CH:8]=[CH:7][C:6]([C:9]2[NH:13][C:12](=[O:14])[C:11]3([CH2:19][CH2:18][N:17]([C:30]([O:32][CH3:33])=[O:31])[CH2:16][CH2:15]3)[N:10]=2)=[CH:5][CH:4]=1. (4) The reactants are [CH:1]1([CH2:6][CH:7]([C:11]2[CH:16]=[CH:15][C:14]([S:17]([CH3:20])(=[O:19])=[O:18])=[C:13]([N+:21]([O-:23])=[O:22])[CH:12]=2)[C:8]([OH:10])=O)[CH2:5][CH2:4][CH2:3][CH2:2]1.C(N(CC)CC)C.F[P-](F)(F)(F)(F)F.N1(O[P+](N(C)C)(N(C)C)N(C)C)C2C=CC=CC=2N=N1.[NH2:58][C:59]1[S:60][C:61]2[CH:67]=[CH:66][CH:65]=[CH:64][C:62]=2[N:63]=1.Cl. The catalyst is CN(C)C=O.O.C(OCC)(=O)C. The product is [S:60]1[C:61]2[CH:67]=[CH:66][CH:65]=[CH:64][C:62]=2[N:63]=[C:59]1[NH:58][C:8](=[O:10])[CH:7]([C:11]1[CH:16]=[CH:15][C:14]([S:17]([CH3:20])(=[O:18])=[O:19])=[C:13]([N+:21]([O-:23])=[O:22])[CH:12]=1)[CH2:6][CH:1]1[CH2:2][CH2:3][CH2:4][CH2:5]1. The yield is 0.450. (5) The yield is 0.750. The reactants are [CH2:1]1[C:5]2[C:6]3[CH2:12][CH2:11][CH2:10][CH2:9][C:7]=3[S:8][C:4]=2[C:3](=[N:13]O)[CH2:2]1.[OH2:15]. The product is [C:3]1(=[O:15])[C:4]2[S:8][C:7]3[CH2:9][CH2:10][CH2:11][CH2:12][C:6]=3[C:5]=2[CH2:1][CH2:2][NH:13]1. No catalyst specified. (6) The reactants are [CH3:1][O:2][C:3]1[CH:8]=[CH:7][C:6]([C:9](=[NH:11])[NH2:10])=[CH:5][CH:4]=1.[F:12][C:13]1[CH:20]=[CH:19][C:16]([CH:17]=O)=[CH:15][CH:14]=1.[NH:21]1[C:29]2[C:24](=[CH:25][C:26]([NH:30][C:31](=[O:36])[CH2:32][C:33](=O)[CH3:34])=[CH:27][CH:28]=2)[CH:23]=[N:22]1.C([O-])(=O)C.[K+]. The catalyst is CS(C)=O.O. The product is [F:12][C:13]1[CH:20]=[CH:19][C:16]([CH:17]2[C:32]([C:31]([NH:30][C:26]3[CH:25]=[C:24]4[C:29](=[CH:28][CH:27]=3)[NH:21][N:22]=[CH:23]4)=[O:36])=[C:33]([CH3:34])[NH:10][C:9]([C:6]3[CH:5]=[CH:4][C:3]([O:2][CH3:1])=[CH:8][CH:7]=3)=[N:11]2)=[CH:15][CH:14]=1. The yield is 0.320. (7) The reactants are [Cl:1][C:2]1[CH:3]=[C:4]([NH:16][C:17]2[C:26]3[C:21](=[CH:22][CH:23]=[CH:24][C:25]=3[O:27][CH2:28][C:29](=[O:36])[N:30]3[CH2:35][CH2:34][NH:33][CH2:32][CH2:31]3)[N:20]=[CH:19][N:18]=2)[CH:5]=[CH:6][C:7]=1[O:8][CH2:9][C:10]1[CH:15]=[CH:14][CH:13]=[CH:12][N:11]=1.C=O.[CH:39](O)=O. The catalyst is CS(C)=O. The product is [Cl:1][C:2]1[CH:3]=[C:4]([NH:16][C:17]2[C:26]3[C:21](=[CH:22][CH:23]=[CH:24][C:25]=3[O:27][CH2:28][C:29]([N:30]3[CH2:31][CH2:32][N:33]([CH3:39])[CH2:34][CH2:35]3)=[O:36])[N:20]=[CH:19][N:18]=2)[CH:5]=[CH:6][C:7]=1[O:8][CH2:9][C:10]1[CH:15]=[CH:14][CH:13]=[CH:12][N:11]=1. The yield is 0.560. (8) The reactants are Cl[C:2]1[N:7]=[C:6]([N:8]2[CH2:13][CH2:12][O:11][CH2:10][CH2:9]2)[N:5]=[C:4]([N:14]2[C:18]3[CH:19]=[CH:20][CH:21]=[C:22]([O:23][CH3:24])[C:17]=3[N:16]=[C:15]2[CH:25]([F:27])[F:26])[N:3]=1.CC1(C)C(C)(C)OB([C:36]2[CH:37]=[CH:38][C:39]([NH2:42])=[N:40][CH:41]=2)O1. The catalyst is O1CCOCC1.C([O-])([O-])=O.[Na+].[Na+].C1C=CC(P(C2C=CC=CC=2)[C-]2C=CC=C2)=CC=1.C1C=CC(P(C2C=CC=CC=2)[C-]2C=CC=C2)=CC=1.Cl[Pd]Cl.[Fe+2]. The product is [F:26][CH:25]([F:27])[C:15]1[N:14]([C:4]2[N:5]=[C:6]([N:8]3[CH2:13][CH2:12][O:11][CH2:10][CH2:9]3)[N:7]=[C:2]([C:36]3[CH:37]=[CH:38][C:39]([NH2:42])=[N:40][CH:41]=3)[N:3]=2)[C:18]2[CH:19]=[CH:20][CH:21]=[C:22]([O:23][CH3:24])[C:17]=2[N:16]=1. The yield is 0.430. (9) The reactants are [CH3:1][N:2](C=O)C.CI.CN(C)[CH2:10][C:11]1[C:19]2[C:14](=[CH:15][C:16]([N+:20]([O-:22])=[O:21])=[CH:17][CH:18]=2)[NH:13][CH:12]=1.[C-]#N.[K+]. The catalyst is O.C1COCC1. The product is [N+:20]([C:16]1[CH:15]=[C:14]2[C:19]([C:11]([CH2:10][C:1]#[N:2])=[CH:12][NH:13]2)=[CH:18][CH:17]=1)([O-:22])=[O:21]. The yield is 0.360.